This data is from Reaction yield outcomes from USPTO patents with 853,638 reactions. The task is: Predict the reaction yield, written as a fraction of the theoretical maximum amount of product (1.0 means a 100% yield; for example, 0.34 means a 34% yield). (1) The product is [Br:40][CH2:12][CH2:11][C:10]1[C:4]2[C:5](=[N:6][CH:7]=[C:2]([Cl:1])[CH:3]=2)[NH:8][C:9]=1[Si:14]([CH2:19][CH3:20])([CH2:17][CH3:18])[CH2:15][CH3:16]. The catalyst is C1COCC1. The yield is 0.450. The reactants are [Cl:1][C:2]1[CH:3]=[C:4]2[C:10]([CH2:11][CH2:12]O)=[C:9]([Si:14]([CH2:19][CH3:20])([CH2:17][CH3:18])[CH2:15][CH3:16])[NH:8][C:5]2=[N:6][CH:7]=1.C1(P(C2C=CC=CC=2)C2C=CC=CC=2)C=CC=CC=1.[Br:40]C(Br)(Br)Br. (2) The catalyst is C(Cl)Cl. The reactants are [CH3:1][C:2]1[N:7]2[N:8]=[C:9]([CH:11]3[CH2:13][CH:12]3[C:14](Cl)=[O:15])[N:10]=[C:6]2[C:5]([CH3:17])=[N:4][CH:3]=1.[CH3:18][Si](C=[N+]=[N-])(C)C.CCCCCC.[BrH:31].C(O)(=O)C.C(=O)(O)[O-].[Na+]. The product is [Br:31][CH2:18][C:14]([CH:12]1[CH2:13][CH:11]1[C:9]1[N:10]=[C:6]2[C:5]([CH3:17])=[N:4][CH:3]=[C:2]([CH3:1])[N:7]2[N:8]=1)=[O:15]. The yield is 0.400. (3) The reactants are [N:1]1[C:5]2[CH:6]=[CH:7][C:8]([C:10]([OH:12])=O)=[CH:9][C:4]=2[NH:3][CH:2]=1.[C:13]([N:20]1[CH2:25][CH2:24][NH:23][CH2:22][CH2:21]1)([O:15][C:16]([CH3:19])([CH3:18])[CH3:17])=[O:14].CCN(C(C)C)C(C)C.C(N=C=NCCCN(C)C)C. The catalyst is CN(C=O)C.C(OCC)(=O)C. The product is [C:16]([O:15][C:13]([N:20]1[CH2:25][CH2:24][N:23]([C:10]([C:8]2[CH:7]=[CH:6][C:5]3[NH:1][CH:2]=[N:3][C:4]=3[CH:9]=2)=[O:12])[CH2:22][CH2:21]1)=[O:14])([CH3:19])([CH3:17])[CH3:18]. The yield is 0.356. (4) The reactants are [CH2:1]([O:3][CH:4]([O:7][CH2:8][CH3:9])[CH2:5][NH2:6])[CH3:2].[C:10]1([CH2:16][CH2:17][CH2:18]Br)[CH:15]=[CH:14][CH:13]=[CH:12][CH:11]=1. No catalyst specified. The product is [CH2:1]([O:3][CH:4]([O:7][CH2:8][CH3:9])[CH2:5][NH:6][CH2:18][CH2:17][CH2:16][C:10]1[CH:15]=[CH:14][CH:13]=[CH:12][CH:11]=1)[CH3:2]. The yield is 0.270. (5) The reactants are [NH2:1][C:2]1[CH:11]=[CH:10][CH:9]=[C:8]2[C:3]=1[CH:4]=[CH:5][CH:6]=[N:7]2.C(N(CC)CC)C.[Cl:19][C:20]([Cl:25])([Cl:24])[C:21](Cl)=[O:22]. The catalyst is ClCCl. The product is [Cl:19][C:20]([Cl:25])([Cl:24])[C:21]([NH:1][C:2]1[CH:11]=[CH:10][CH:9]=[C:8]2[C:3]=1[CH:4]=[CH:5][CH:6]=[N:7]2)=[O:22]. The yield is 0.940. (6) The reactants are O[Li].O.SCC(O)=O.[CH2:9]([O:16][N:17]([C@H:30]1[CH2:35][N:34]([C:36]([O:38][C:39]([CH3:42])([CH3:41])[CH3:40])=[O:37])[C@H:33]([C:43]([O:45][CH2:46][CH3:47])=[O:44])[CH2:32][CH2:31]1)S(C1C=CC=CC=1[N+]([O-])=O)(=O)=O)[C:10]1[CH:15]=[CH:14][CH:13]=[CH:12][CH:11]=1. The catalyst is CN(C=O)C.O. The product is [CH2:9]([O:16][NH:17][C@H:30]1[CH2:35][N:34]([C:36]([O:38][C:39]([CH3:41])([CH3:42])[CH3:40])=[O:37])[C@H:33]([C:43]([O:45][CH2:46][CH3:47])=[O:44])[CH2:32][CH2:31]1)[C:10]1[CH:15]=[CH:14][CH:13]=[CH:12][CH:11]=1. The yield is 0.850.